This data is from Forward reaction prediction with 1.9M reactions from USPTO patents (1976-2016). The task is: Predict the product of the given reaction. Given the reactants [Br:1][C:2]1[CH:3]=[CH:4][C:5]2[O:11][CH2:10][CH2:9][N:8]3[C:12]([C:18](O)=[O:19])=[C:13]([C:15](=[O:17])[NH2:16])[N:14]=[C:7]3[C:6]=2[CH:21]=1.Cl.[O:23]1[CH2:28][CH2:27][CH:26]([NH2:29])[CH2:25][CH2:24]1, predict the reaction product. The product is: [Br:1][C:2]1[CH:3]=[CH:4][C:5]2[O:11][CH2:10][CH2:9][N:8]3[C:12]([C:18]([NH:29][CH:26]4[CH2:27][CH2:28][O:23][CH2:24][CH2:25]4)=[O:19])=[C:13]([C:15]([NH2:16])=[O:17])[N:14]=[C:7]3[C:6]=2[CH:21]=1.